From a dataset of Forward reaction prediction with 1.9M reactions from USPTO patents (1976-2016). Predict the product of the given reaction. (1) Given the reactants [Cl:1][C:2]1[CH:3]=[C:4]2[C:9](=[CH:10][C:11]=1[O:12][C:13]1[CH:18]=[CH:17][C:16]([C:19](=[O:34])[NH:20][C:21]3[S:22][C:23]4[CH:29]=[C:28]([C:30]([F:33])([F:32])[F:31])[CH:27]=[CH:26][C:24]=4[N:25]=3)=[CH:15][CH:14]=1)[O:8][CH2:7][CH2:6][CH:5]2[C:35]([O:37]CC)=[O:36].[OH-].[Na+].C(O)C, predict the reaction product. The product is: [Cl:1][C:2]1[CH:3]=[C:4]2[C:9](=[CH:10][C:11]=1[O:12][C:13]1[CH:18]=[CH:17][C:16]([C:19](=[O:34])[NH:20][C:21]3[S:22][C:23]4[CH:29]=[C:28]([C:30]([F:33])([F:32])[F:31])[CH:27]=[CH:26][C:24]=4[N:25]=3)=[CH:15][CH:14]=1)[O:8][CH2:7][CH2:6][CH:5]2[C:35]([OH:37])=[O:36]. (2) The product is: [Br:1][C:2]1[CH:3]=[C:4]2[C:6]([CH:11]=[CH:12][C:13]([CH3:14])=[N:5]2)=[CH:7][C:8]=1[O:9][CH3:10]. Given the reactants [Br:1][C:2]1[CH:3]=[C:4]([CH:6]=[CH:7][C:8]=1[O:9][CH3:10])[NH2:5].[CH:11](=O)/[CH:12]=[CH:13]/[CH3:14], predict the reaction product.